Dataset: Full USPTO retrosynthesis dataset with 1.9M reactions from patents (1976-2016). Task: Predict the reactants needed to synthesize the given product. (1) Given the product [C:37]([O:36][C:34]([N:22]([C:34]([O:36][C:37]([CH3:40])([CH3:39])[CH3:38])=[O:35])[C:20](=[O:21])[C:19]1[CH:23]=[C:24]([N:27]2[CH2:31][CH2:30][CH2:29][C:28]2=[O:32])[CH:25]=[CH:26][C:18]=1[C:16]([N:13]1[CH2:12][CH2:11][N:10]([C:7]2[C:6]([CH3:33])=[CH:5][C:4]([CH:1]3[CH2:2][CH2:3]3)=[CH:9][N:8]=2)[CH2:15][CH2:14]1)=[O:17])=[O:35])([CH3:40])([CH3:39])[CH3:38], predict the reactants needed to synthesize it. The reactants are: [CH:1]1([C:4]2[CH:5]=[C:6]([CH3:33])[C:7]([N:10]3[CH2:15][CH2:14][N:13]([C:16]([C:18]4[CH:26]=[CH:25][C:24]([N:27]5[CH2:31][CH2:30][CH2:29][C:28]5=[O:32])=[CH:23][C:19]=4[C:20]([NH2:22])=[O:21])=[O:17])[CH2:12][CH2:11]3)=[N:8][CH:9]=2)[CH2:3][CH2:2]1.[C:34](O[C:34]([O:36][C:37]([CH3:40])([CH3:39])[CH3:38])=[O:35])([O:36][C:37]([CH3:40])([CH3:39])[CH3:38])=[O:35]. (2) Given the product [C:11]1([CH2:17][CH2:18][C:19]([NH:1][C@H:2]([C:6]([OH:8])=[O:7])[CH:3]([CH3:5])[CH3:4])=[O:20])[CH:16]=[CH:15][CH:14]=[CH:13][CH:12]=1, predict the reactants needed to synthesize it. The reactants are: [NH2:1][C@H:2]([C:6]([OH:8])=[O:7])[CH:3]([CH3:5])[CH3:4].[OH-].[Na+].[C:11]1([CH2:17][CH2:18][C:19](Cl)=[O:20])[CH:16]=[CH:15][CH:14]=[CH:13][CH:12]=1. (3) Given the product [OH:8][C:9]1[CH:10]=[CH:11][C:12]([O:13][CH2:14][CH2:15][CH2:16][CH2:17][N:18]2[C:28](=[O:29])[C:27]3[C:22](=[CH:23][CH:24]=[CH:25][CH:26]=3)[S:19]2(=[O:21])=[O:20])=[CH:30][CH:31]=1, predict the reactants needed to synthesize it. The reactants are: C([O:8][C:9]1[CH:31]=[CH:30][C:12]([O:13][CH2:14][CH2:15][CH2:16][CH2:17][N:18]2[C:28](=[O:29])[C:27]3[C:22](=[CH:23][CH:24]=[CH:25][CH:26]=3)[S:19]2(=[O:21])=[O:20])=[CH:11][CH:10]=1)C1C=CC=CC=1.C1CC=CCC=1. (4) Given the product [F:2][C:3]1[CH:4]=[CH:5][C:6]([C@H:9]2[C@@H:14]([O:15][C:23](=[O:26])[CH2:47][C:46]3[CH:50]=[C:51]([C:53]([F:55])([F:56])[F:54])[CH:52]=[C:44]([C:43]([F:42])([F:57])[F:58])[CH:45]=3)[O:13][CH2:12][CH2:11][N:10]2[CH2:16][C:17]2[CH:18]=[CH:19][CH:20]=[CH:21][CH:22]=2)=[CH:7][CH:8]=1, predict the reactants needed to synthesize it. The reactants are: Cl.[F:2][C:3]1[CH:8]=[CH:7][C:6]([C@H:9]2[C:14](=[O:15])[O:13][CH2:12][CH2:11][N:10]2[CH2:16][C:17]2[CH:22]=[CH:21][CH:20]=[CH:19][CH:18]=2)=[CH:5][CH:4]=1.[C:23](=[O:26])(O)[O-].[Na+].CCC(C)[BH-](C(C)CC)C(C)CC.[Li+].[F:42][C:43]([F:58])([F:57])[C:44]1[CH:45]=[C:46]([CH:50]=[C:51]([C:53]([F:56])([F:55])[F:54])[CH:52]=1)[C:47](Cl)=O. (5) Given the product [Br:1][C:2]1[N:7]=[C:6]([CH:8]=[O:9])[CH:5]=[CH:4][C:3]=1[O:10][CH2:11][CH2:12][O:13][Si:14]([C:17]([CH3:20])([CH3:19])[CH3:18])([CH3:15])[CH3:16], predict the reactants needed to synthesize it. The reactants are: [Br:1][C:2]1[N:7]=[C:6]([CH2:8][OH:9])[CH:5]=[CH:4][C:3]=1[O:10][CH2:11][CH2:12][O:13][Si:14]([C:17]([CH3:20])([CH3:19])[CH3:18])([CH3:16])[CH3:15].I(C1C=CC=CC=1C(O)=O)(=O)=O.